This data is from Full USPTO retrosynthesis dataset with 1.9M reactions from patents (1976-2016). The task is: Predict the reactants needed to synthesize the given product. (1) Given the product [C:32]([N:39]1[CH2:43][C@H:42]([S:62][C:21](=[O:22])[CH3:20])[C@@H:41]([NH:45][S:46]([C:49]2[CH:54]=[CH:53][C:52]([O:55][C:56]3[CH:57]=[CH:58][CH:59]=[CH:60][CH:61]=3)=[CH:51][CH:50]=2)(=[O:47])=[O:48])[CH2:40]1)([O:34][C:35]([CH3:38])([CH3:37])[CH3:36])=[O:33], predict the reactants needed to synthesize it. The reactants are: C1C=CC(P(C2C=CC=CC=2)C2C=CC=CC=2)=CC=1.[CH3:20][CH2:21][O:22]C(/N=N/C(OCC)=O)=O.[C:32]([N:39]1[CH2:43][C@@H:42](O)[C@@H:41]([NH:45][S:46]([C:49]2[CH:54]=[CH:53][C:52]([O:55][C:56]3[CH:61]=[CH:60][CH:59]=[CH:58][CH:57]=3)=[CH:51][CH:50]=2)(=[O:48])=[O:47])[CH2:40]1)([O:34][C:35]([CH3:38])([CH3:37])[CH3:36])=[O:33].[S:62]1C=CC=C1CC(O)=O. (2) Given the product [OH:8][C@@H:4]1[C@@H:5]([OH:7])[CH2:6][N:2]([CH2:16][CH2:17][O:18][C:19]2[CH:24]=[CH:23][N:22]=[C:21]([C:25]([N:27]3[CH2:28][CH:29]([C:31]4[CH:36]=[CH:35][C:34]([O:37][CH2:38][C:39]5[CH:40]=[CH:41][C:42]([CH2:45][CH3:46])=[CH:43][CH:44]=5)=[C:33]([O:47][CH3:48])[CH:32]=4)[CH2:30]3)=[O:26])[CH:20]=2)[CH2:3]1, predict the reactants needed to synthesize it. The reactants are: Cl.[NH:2]1[CH2:6][C@H:5]([OH:7])[C@@H:4]([OH:8])[CH2:3]1.[OH-].[Na+].CS(O[CH2:16][CH2:17][O:18][C:19]1[CH:24]=[CH:23][N:22]=[C:21]([C:25]([N:27]2[CH2:30][CH:29]([C:31]3[CH:36]=[CH:35][C:34]([O:37][CH2:38][C:39]4[CH:44]=[CH:43][C:42]([CH2:45][CH3:46])=[CH:41][CH:40]=4)=[C:33]([O:47][CH3:48])[CH:32]=3)[CH2:28]2)=[O:26])[CH:20]=1)(=O)=O.O. (3) Given the product [Cl:11][CH2:12][CH2:13][O:14][C:15]1[CH:16]=[C:17]([CH:25]=[O:26])[C:18](=[CH:19][C:20]=1[O:21][CH3:22])[CH:23]=[O:24], predict the reactants needed to synthesize it. The reactants are: C(Cl)(=O)C(Cl)=O.CS(C)=O.[Cl:11][CH2:12][CH2:13][O:14][C:15]1[C:20]([O:21][CH3:22])=[CH:19][C:18]([CH2:23][OH:24])=[C:17]([CH2:25][OH:26])[CH:16]=1.C(N(CC)CC)C.